Dataset: Retrosynthesis with 50K atom-mapped reactions and 10 reaction types from USPTO. Task: Predict the reactants needed to synthesize the given product. (1) Given the product C[C@@H]1O[C@H](C)CN2c3c(cc4c(N5CCNCC5)noc4c3F)CC3(C(=O)NC(=O)NC3=O)[C@@H]12, predict the reactants needed to synthesize it. The reactants are: C[C@@H]1O[C@H](C)CN2c3c(cc4c(N5CCN(C(=O)OC(C)(C)C)CC5)noc4c3F)CC3(C(=O)NC(=O)NC3=O)[C@@H]12. (2) Given the product CC(C)(C)OC(=O)N1CCC(COc2sncc2NC(=O)c2ccc(F)c(-c3c(F)cccc3F)n2)CC1, predict the reactants needed to synthesize it. The reactants are: CC(C)(C)OC(=O)N1CCC(COc2sncc2N)CC1.O=C(O)c1ccc(F)c(-c2c(F)cccc2F)n1. (3) Given the product CCN(C(=O)c1cc(Nc2ccc3c(c2)CC2(C3)C(=O)Nc3ncccc32)ncn1)c1ccccc1, predict the reactants needed to synthesize it. The reactants are: CCNc1ccccc1.O=C(O)c1cc(Nc2ccc3c(c2)CC2(C3)C(=O)Nc3ncccc32)ncn1. (4) Given the product CCOC(=O)CC1CC[C@H](c2ccc(N)cc2)C1, predict the reactants needed to synthesize it. The reactants are: CCOC(=O)C=C1CC[C@H](c2ccc(N)cc2)C1. (5) Given the product Cc1c(Cl)cccc1S(=O)(=O)N1CCC[C@H](NC(=O)Oc2ccc([N+](=O)[O-])cc2)C1, predict the reactants needed to synthesize it. The reactants are: Cc1c(Cl)cccc1S(=O)(=O)N1CCC[C@H](N)C1.O=C(Cl)Oc1ccc([N+](=O)[O-])cc1. (6) Given the product COc1ccc(CC(=O)O)cc1, predict the reactants needed to synthesize it. The reactants are: CCOC(=O)Cc1ccc(OC)cc1. (7) Given the product Fc1cccc2oc(CCC#Cc3ccccn3)nc12, predict the reactants needed to synthesize it. The reactants are: Brc1ccccn1.C#CCCc1nc2c(F)cccc2o1. (8) Given the product CCCCOc1ncccc1C(=O)O, predict the reactants needed to synthesize it. The reactants are: CCCCO.O=C(O)c1cccnc1Cl.